Dataset: Peptide-MHC class I binding affinity with 185,985 pairs from IEDB/IMGT. Task: Regression. Given a peptide amino acid sequence and an MHC pseudo amino acid sequence, predict their binding affinity value. This is MHC class I binding data. (1) The peptide sequence is RRYQIAQYK. The MHC is HLA-B08:01 with pseudo-sequence HLA-B08:01. The binding affinity (normalized) is 0.0847. (2) The peptide sequence is LPNRRHHLI. The MHC is HLA-B46:01 with pseudo-sequence HLA-B46:01. The binding affinity (normalized) is 0.0847. (3) The peptide sequence is CVMASSVLLW. The MHC is HLA-B53:01 with pseudo-sequence HLA-B53:01. The binding affinity (normalized) is 0.621.